This data is from Forward reaction prediction with 1.9M reactions from USPTO patents (1976-2016). The task is: Predict the product of the given reaction. (1) Given the reactants C[O:2][C:3]([C:5]1[CH:14]=[CH:13][C:12]2[C:7](=[CH:8][CH:9]=[C:10]([O:29][CH3:30])[C:11]=2[CH2:15][NH:16][CH2:17][C:18]2[CH:23]=[CH:22][C:21]([O:24][C:25]([F:28])([F:27])[F:26])=[CH:20][CH:19]=2)[CH:6]=1)=[O:4].[OH-].[K+].CO.Cl, predict the reaction product. The product is: [CH3:30][O:29][C:10]1[C:11]([CH2:15][NH:16][CH2:17][C:18]2[CH:23]=[CH:22][C:21]([O:24][C:25]([F:26])([F:27])[F:28])=[CH:20][CH:19]=2)=[C:12]2[C:7](=[CH:8][CH:9]=1)[CH:6]=[C:5]([C:3]([OH:4])=[O:2])[CH:14]=[CH:13]2. (2) Given the reactants C([Li])CCC.[Cl:6][C:7]1[CH:8]=[C:9]([C:17]2[S:21][CH:20]=[N:19][CH:18]=2)[CH:10]=[CH:11][C:12]=1[O:13][CH:14]([CH3:16])[CH3:15].[C:22](=[O:24])=[O:23].CC(C)=O, predict the reaction product. The product is: [Cl:6][C:7]1[CH:8]=[C:9]([C:17]2[S:21][C:20]([C:22]([OH:24])=[O:23])=[N:19][CH:18]=2)[CH:10]=[CH:11][C:12]=1[O:13][CH:14]([CH3:16])[CH3:15]. (3) Given the reactants [CH2:1]([C:8]1[CH:17]=[C:16]2[C:11]([C:12]([OH:33])=[C:13]([C:28]([O:30]CC)=O)[C:14](=[O:27])[N:15]2[CH2:18][C:19]([N:21]2[CH2:26][CH2:25][O:24][CH2:23][CH2:22]2)=[O:20])=[N:10][CH:9]=1)[C:2]1[CH:7]=[CH:6][CH:5]=[CH:4][CH:3]=1.[NH2:34][CH2:35][C:36]1[CH:41]=[CH:40][N:39]=[CH:38][CH:37]=1, predict the reaction product. The product is: [CH2:1]([C:8]1[CH:17]=[C:16]2[C:11]([C:12]([OH:33])=[C:13]([C:28]([NH:34][CH2:35][C:36]3[CH:41]=[CH:40][N:39]=[CH:38][CH:37]=3)=[O:30])[C:14](=[O:27])[N:15]2[CH2:18][C:19]([N:21]2[CH2:22][CH2:23][O:24][CH2:25][CH2:26]2)=[O:20])=[N:10][CH:9]=1)[C:2]1[CH:3]=[CH:4][CH:5]=[CH:6][CH:7]=1. (4) The product is: [CH2:26]([O:33][C:34]1[CH:39]=[CH:38][C:37]([C@@H:40]([OH:77])[CH2:41][NH:42][C:43]([CH3:75])([CH3:76])[CH2:44][C:45]2[CH:46]=[C:47]([CH:72]=[CH:73][CH:74]=2)[C:48]([NH:50][CH2:51][C:52]2[C:53]([NH:65][CH:66]3[CH2:67][CH2:68][O:69][CH2:70][CH2:71]3)=[C:54]3[CH:62]=[N:61][N:60]([CH2:63][CH3:64])[C:55]3=[N:56][C:57]=2[CH2:58][CH3:59])=[O:49])=[CH:36][C:35]=1[CH2:85][OH:86])[C:27]1[CH:28]=[CH:29][CH:30]=[CH:31][CH:32]=1. Given the reactants N(C[C@@H](C1C=CC(OCC2C=CC=CC=2)=C2C=1C=CC(=O)N2)O)=[N+]=[N-].[CH2:26]([O:33][C:34]1[CH:39]=[CH:38][C:37]([C@@H:40]([O:77][Si](C(C)(C)C)(C)C)[CH2:41][NH:42][C:43]([CH3:76])([CH3:75])[CH2:44][C:45]2[CH:46]=[C:47]([CH:72]=[CH:73][CH:74]=2)[C:48]([NH:50][CH2:51][C:52]2[C:53]([NH:65][CH:66]3[CH2:71][CH2:70][O:69][CH2:68][CH2:67]3)=[C:54]3[CH:62]=[N:61][N:60]([CH2:63][CH3:64])[C:55]3=[N:56][C:57]=2[CH2:58][CH3:59])=[O:49])=[CH:36][C:35]=1[CH2:85][O:86][Si](C(C)(C)C)(C)C)[C:27]1[CH:32]=[CH:31][CH:30]=[CH:29][CH:28]=1, predict the reaction product. (5) Given the reactants Cl[C:2]1[CH:7]=[C:6]([CH2:8][N:9]2[C:13]([CH3:15])([CH3:14])[C:12](=[O:16])[N:11]([C:17]3[CH:25]=[C:24]4[C:20]([C:21]([CH3:43])([CH3:42])[CH2:22][N:23]4[C:26](=[O:41])[CH2:27][N:28]([CH:36]4[CH2:40][CH2:39][CH2:38][CH2:37]4)C(=O)OC(C)(C)C)=[CH:19][CH:18]=3)[C:10]2=[O:44])[CH:5]=[CH:4][N:3]=1.[CH3:45][N:46]([CH3:50])[C:47]([NH2:49])=[O:48].CC1(C)C2C=CC(P(C3C=CC=CC=3)C3C=CC=CC=3)=CC=2OC2C1=CC=C(P(C1C=CC=CC=1)C1C=CC=CC=1)C=2.C(=O)([O-])[O-].[Cs+].[Cs+], predict the reaction product. The product is: [CH:36]1([NH:28][CH2:27][C:26]([N:23]2[C:24]3[C:20](=[CH:19][CH:18]=[C:17]([N:11]4[C:12](=[O:16])[C:13]([CH3:15])([CH3:14])[N:9]([CH2:8][C:6]5[CH:5]=[CH:4][N:3]=[C:2]([NH:49][C:47](=[O:48])[N:46]([CH3:50])[CH3:45])[CH:7]=5)[C:10]4=[O:44])[CH:25]=3)[C:21]([CH3:42])([CH3:43])[CH2:22]2)=[O:41])[CH2:37][CH2:38][CH2:39][CH2:40]1. (6) The product is: [CH2:38]([C:40]1[CH:41]=[CH:42][C:43]([CH2:10][NH:9][CH2:8][C@H:7]([NH:19][C:20](=[O:36])[CH2:21][NH:22][C:23](=[O:35])[C:24]2[CH:29]=[C:28]([C:30]([F:31])([F:32])[F:33])[CH:27]=[CH:26][C:25]=2[NH:34][C:20]([NH:19][CH:7]([CH3:8])[CH3:6])=[O:36])[C@@H:6]([OH:37])[CH2:23][CH2:24][CH3:25])=[CH:46][CH:47]=1)[CH3:39]. Given the reactants C(N[C:6](=[O:37])[C@@H:7]([NH:19][C:20](=[O:36])[CH2:21][NH:22][C:23](=[O:35])[C:24]1[CH:29]=[C:28]([C:30]([F:33])([F:32])[F:31])[CH:27]=[CH:26][C:25]=1[NH2:34])[CH2:8][NH:9][CH2:10]C1C=CC(Br)=CC=1C)(C)(C)C.[CH2:38]([C:40]1[CH:47]=[CH:46][C:43](C=O)=[CH:42][CH:41]=1)[CH3:39], predict the reaction product.